Dataset: Reaction yield outcomes from USPTO patents with 853,638 reactions. Task: Predict the reaction yield, written as a fraction of the theoretical maximum amount of product (1.0 means a 100% yield; for example, 0.34 means a 34% yield). (1) The reactants are [NH2:1][C:2]1[CH:3]=[C:4]2[C:9](=[CH:10][CH:11]=1)[C:8](=[O:12])[N:7]([CH2:13][CH:14]([CH3:16])[CH3:15])[C:6]([CH2:17][NH:18][C:19](=[O:25])[O:20][C:21]([CH3:24])([CH3:23])[CH3:22])=[C:5]2[O:26][CH2:27][CH2:28][CH2:29][CH3:30].[C:31](Cl)(=[O:33])[CH3:32].O. The catalyst is CN(C)C(=O)C. The product is [C:31]([NH:1][C:2]1[CH:3]=[C:4]2[C:9](=[CH:10][CH:11]=1)[C:8](=[O:12])[N:7]([CH2:13][CH:14]([CH3:16])[CH3:15])[C:6]([CH2:17][NH:18][C:19](=[O:25])[O:20][C:21]([CH3:23])([CH3:22])[CH3:24])=[C:5]2[O:26][CH2:27][CH2:28][CH2:29][CH3:30])(=[O:33])[CH3:32]. The yield is 0.808. (2) The reactants are [NH:1]([C:3]1[CH:8]=[C:7]([C:9]#[N:10])[CH:6]=[CH:5][N:4]=1)[NH2:2].[Cl:11][C:12]1[CH:17]=[CH:16][CH:15]=[CH:14][C:13]=1[CH2:18][C:19](=O)[CH2:20][C:21](OCC)=[O:22]. No catalyst specified. The product is [Cl:11][C:12]1[CH:17]=[CH:16][CH:15]=[CH:14][C:13]=1[CH2:18][C:19]1[CH:20]=[C:21]([OH:22])[N:1]([C:3]2[CH:8]=[C:7]([C:9]#[N:10])[CH:6]=[CH:5][N:4]=2)[N:2]=1. The yield is 0.390. (3) The reactants are [Cl:1][C:2]1[CH:7]=[CH:6][C:5]([C:8]([C@@H:10]2[C@@H:17]3[C@@H:13]([O:14][C:15]([CH3:19])([CH3:18])[O:16]3)[C@H:12]([N:20]3[C:24]4[N:25]=[CH:26][N:27]=[C:28]([Cl:29])[C:23]=4[CH:22]=[CH:21]3)[O:11]2)=[O:9])=[CH:4][C:3]=1[F:30].[CH3:31][Mg]Br.[NH4+].[Cl-]. The catalyst is C1COCC1. The product is [Cl:1][C:2]1[CH:7]=[CH:6][C:5]([C@:8]([C@@H:10]2[C@@H:17]3[C@@H:13]([O:14][C:15]([CH3:19])([CH3:18])[O:16]3)[C@H:12]([N:20]3[C:24]4[N:25]=[CH:26][N:27]=[C:28]([Cl:29])[C:23]=4[CH:22]=[CH:21]3)[O:11]2)([OH:9])[CH3:31])=[CH:4][C:3]=1[F:30]. The yield is 0.735. (4) The yield is 0.470. The product is [O:24]1[CH2:25][CH2:26][CH2:27][CH2:28][CH:23]1[O:22][CH2:21][CH2:20][N:14]1[CH2:13][CH:12]=[C:11]([C:8]2[CH:9]=[CH:10][C:5]([O:4][C:3]([F:2])([F:17])[F:18])=[CH:6][CH:7]=2)[CH2:16][CH2:15]1. The reactants are Cl.[F:2][C:3]([F:18])([F:17])[O:4][C:5]1[CH:10]=[CH:9][C:8]([C:11]2[CH2:12][CH2:13][NH:14][CH2:15][CH:16]=2)=[CH:7][CH:6]=1.Br[CH2:20][CH2:21][O:22][CH:23]1[CH2:28][CH2:27][CH2:26][CH2:25][O:24]1. No catalyst specified. (5) The reactants are [OH:1][C:2]([CH3:41])([CH3:40])[CH:3]([CH3:39])[O:4][C@H:5]1[CH2:10][CH2:9][C@H:8]([N:11]2[C:16](=[O:17])[C:15]([CH2:18][C:19]3[CH:24]=[CH:23][C:22]([C:25]4[C:26]([C:31]#[N:32])=[CH:27][CH:28]=[CH:29][CH:30]=4)=[CH:21][CH:20]=3)=[C:14]([CH2:33][CH2:34][CH3:35])[N:13]3[N:36]=[CH:37][N:38]=[C:12]23)[CH2:7][CH2:6]1.C[Si]([N:46]=[N+:47]=[N-:48])(C)C.C([Sn](=O)CCCC)CCC.C1(C)C=CC=CC=1. The catalyst is O.C(OCC)(=O)C. The product is [OH:1][C:2]([CH3:40])([CH3:41])[CH:3]([CH3:39])[O:4][C@H:5]1[CH2:10][CH2:9][C@H:8]([N:11]2[C:16](=[O:17])[C:15]([CH2:18][C:19]3[CH:24]=[CH:23][C:22]([C:25]4[CH:30]=[CH:29][CH:28]=[CH:27][C:26]=4[C:31]4[NH:48][N:47]=[N:46][N:32]=4)=[CH:21][CH:20]=3)=[C:14]([CH2:33][CH2:34][CH3:35])[N:13]3[N:36]=[CH:37][N:38]=[C:12]23)[CH2:7][CH2:6]1. The yield is 0.300.